Predict which catalyst facilitates the given reaction. From a dataset of Catalyst prediction with 721,799 reactions and 888 catalyst types from USPTO. (1) Reactant: CC1(C)C(C)(C)OB([C:9]2[CH:30]=[CH:29][C:12]([O:13][C:14]3[N:18]([CH2:19][C:20]([O:22][CH2:23][CH3:24])=[O:21])[C:17]4[CH:25]=[CH:26][CH:27]=[CH:28][C:16]=4[N:15]=3)=[CH:11][CH:10]=2)O1.Br[C:33]1[C:37]2=[N:38][CH:39]=[CH:40][CH:41]=[C:36]2[N:35]([CH2:42][CH3:43])[N:34]=1.C([O-])([O-])=O.[Na+].[Na+]. Product: [CH2:42]([N:35]1[C:36]2[C:37](=[N:38][CH:39]=[CH:40][CH:41]=2)[C:33]([C:9]2[CH:30]=[CH:29][C:12]([O:13][C:14]3[N:18]([CH2:19][C:20]([O:22][CH2:23][CH3:24])=[O:21])[C:17]4[CH:25]=[CH:26][CH:27]=[CH:28][C:16]=4[N:15]=3)=[CH:11][CH:10]=2)=[N:34]1)[CH3:43]. The catalyst class is: 108. (2) Reactant: [CH3:1][C:2]1([CH3:13])[C:10]2[C:5](=[CH:6][C:7]([C:11]#[N:12])=[CH:8][CH:9]=2)[NH:4][CH2:3]1.C(N(CC)CC)C.[Cl:21][CH2:22][C:23](Cl)=[O:24]. Product: [Cl:21][CH2:22][C:23]([N:4]1[C:5]2[C:10](=[CH:9][CH:8]=[C:7]([C:11]#[N:12])[CH:6]=2)[C:2]([CH3:13])([CH3:1])[CH2:3]1)=[O:24]. The catalyst class is: 34.